This data is from Full USPTO retrosynthesis dataset with 1.9M reactions from patents (1976-2016). The task is: Predict the reactants needed to synthesize the given product. Given the product [NH2:16][C@H:7]1[C:8]2[C:13](=[CH:12][CH:11]=[C:10]([O:14][CH3:15])[CH:9]=2)[N:4]([C:1](=[O:3])[CH3:2])[C@@H:5]([CH3:28])[C@@H:6]1[CH3:27], predict the reactants needed to synthesize it. The reactants are: [C:1]([N:4]1[C:13]2[C:8](=[CH:9][C:10]([O:14][CH3:15])=[CH:11][CH:12]=2)[C@H:7]([NH:16]C(=O)OCC2C=CC=CC=2)[C@@H:6]([CH3:27])[C@@H:5]1[CH3:28])(=[O:3])[CH3:2].